From a dataset of Reaction yield outcomes from USPTO patents with 853,638 reactions. Predict the reaction yield, written as a fraction of the theoretical maximum amount of product (1.0 means a 100% yield; for example, 0.34 means a 34% yield). (1) The reactants are [Br:1][C:2]1[C:3]([CH3:9])=[C:4]([CH:6]=[CH:7][CH:8]=1)[NH2:5].[F:10][C:11]1[CH:19]=[CH:18][CH:17]=[CH:16][C:12]=1[C:13](O)=[O:14].C1C=NC2N(O)N=NC=2C=1.CCN(C(C)C)C(C)C.C(Cl)CCl. The catalyst is CCOC(C)=O. The product is [Br:1][C:2]1[C:3]([CH3:9])=[C:4]([NH:5][C:13](=[O:14])[C:12]2[CH:16]=[CH:17][CH:18]=[CH:19][C:11]=2[F:10])[CH:6]=[CH:7][CH:8]=1. The yield is 0.990. (2) The reactants are [OH:1][CH2:2][C:3]([CH3:17])([CH3:16])[C:4]([NH:6][CH2:7][C:8]1[CH:13]=[CH:12][C:11]([O:14][CH3:15])=[CH:10][CH:9]=1)=[O:5].[N+:18]([C:21]1[CH:28]=[CH:27][CH:26]=[C:25]([N+]([O-])=O)[C:22]=1[C:23]#[N:24])([O-:20])=[O:19]. No catalyst specified. The product is [C:23]([C:22]1[C:21]([N+:18]([O-:20])=[O:19])=[CH:28][CH:27]=[CH:26][C:25]=1[O:1][CH2:2][C:3]([CH3:17])([CH3:16])[C:4]([NH:6][CH2:7][C:8]1[CH:9]=[CH:10][C:11]([O:14][CH3:15])=[CH:12][CH:13]=1)=[O:5])#[N:24]. The yield is 0.950.